This data is from Forward reaction prediction with 1.9M reactions from USPTO patents (1976-2016). The task is: Predict the product of the given reaction. (1) Given the reactants [NH2:1][C:2]1[CH:3]=[C:4]([CH:21]=[CH:22][C:23]=1[CH3:24])[O:5][C:6]1[CH:7]=[CH:8][C:9]2[N:10]([CH:12]=[C:13]([NH:15][C:16]([CH:18]3[CH2:20][CH2:19]3)=[O:17])[N:14]=2)[N:11]=1.[CH3:25][C:26]1[C:31]([C:32](O)=[O:33])=[CH:30][CH:29]=[CH:28][N:27]=1.Cl.CN(C)CCCN=C=NCC.ON1C2C=CC=CC=2N=N1.C(N(CC)CC)C, predict the reaction product. The product is: [CH:18]1([C:16]([NH:15][C:13]2[N:14]=[C:9]3[CH:8]=[CH:7][C:6]([O:5][C:4]4[CH:21]=[CH:22][C:23]([CH3:24])=[C:2]([NH:1][C:32](=[O:33])[C:31]5[CH:30]=[CH:29][CH:28]=[N:27][C:26]=5[CH3:25])[CH:3]=4)=[N:11][N:10]3[CH:12]=2)=[O:17])[CH2:20][CH2:19]1. (2) The product is: [Br:7][C:8]1[CH:9]=[CH:10][C:11]([F:17])=[C:12]([C:14]([CH3:1])=[CH2:15])[CH:13]=1. Given the reactants [CH3:1]C([O-])(C)C.[K+].[Br:7][C:8]1[CH:9]=[CH:10][C:11]([F:17])=[C:12]([C:14](=O)[CH3:15])[CH:13]=1, predict the reaction product. (3) Given the reactants [NH:1]1[CH:5]=[C:4]([C:6]2[CH:24]=[CH:23][CH:22]=[CH:21][C:7]=2[O:8][CH2:9][CH2:10][C:11]2[CH:20]=[CH:19][CH:18]=[CH:17][C:12]=2[C:13]([O:15]C)=[O:14])[N:3]=[CH:2]1.[OH-].[Na+], predict the reaction product. The product is: [NH:1]1[CH:5]=[C:4]([C:6]2[CH:24]=[CH:23][CH:22]=[CH:21][C:7]=2[O:8][CH2:9][CH2:10][C:11]2[CH:20]=[CH:19][CH:18]=[CH:17][C:12]=2[C:13]([OH:15])=[O:14])[N:3]=[CH:2]1. (4) Given the reactants Br[C:2]1[CH:3]=[N:4][CH:5]=[CH:6][C:7]=1[C:8]([O:10][CH3:11])=[O:9].[CH2:12]([Zn]CC)[CH3:13].O.Cl, predict the reaction product. The product is: [CH2:12]([C:2]1[CH:3]=[N:4][CH:5]=[CH:6][C:7]=1[C:8]([O:10][CH3:11])=[O:9])[CH3:13]. (5) Given the reactants [CH2:1]([O:5][C:6]1[CH:7]=[C:8]2[C:13](=[CH:14][CH:15]=1)[C:12](=[O:16])[N:11]([C:17]1[CH:22]=[CH:21][C:20]([N:23]3[CH2:31][CH2:30][C:25]4(OCC[O:26]4)[CH2:24]3)=[CH:19][CH:18]=1)[CH2:10][CH2:9]2)[CH2:2][CH2:3][CH3:4].C1(C)C=CC(S(O)(=O)=O)=CC=1, predict the reaction product. The product is: [CH2:1]([O:5][C:6]1[CH:7]=[C:8]2[C:13](=[CH:14][CH:15]=1)[C:12](=[O:16])[N:11]([C:17]1[CH:22]=[CH:21][C:20]([N:23]3[CH2:31][CH2:30][C:25](=[O:26])[CH2:24]3)=[CH:19][CH:18]=1)[CH2:10][CH2:9]2)[CH2:2][CH2:3][CH3:4].